From a dataset of NCI-60 drug combinations with 297,098 pairs across 59 cell lines. Regression. Given two drug SMILES strings and cell line genomic features, predict the synergy score measuring deviation from expected non-interaction effect. (1) Drug 1: C1C(C(OC1N2C=C(C(=O)NC2=O)F)CO)O. Drug 2: CCC1(C2=C(COC1=O)C(=O)N3CC4=CC5=C(C=CC(=C5CN(C)C)O)N=C4C3=C2)O.Cl. Cell line: BT-549. Synergy scores: CSS=26.8, Synergy_ZIP=-10.8, Synergy_Bliss=-10.1, Synergy_Loewe=-4.10, Synergy_HSA=-1.90. (2) Drug 1: C1=CC(=CC=C1CC(C(=O)O)N)N(CCCl)CCCl.Cl. Drug 2: C1=NC(=NC(=O)N1C2C(C(C(O2)CO)O)O)N. Cell line: SN12C. Synergy scores: CSS=2.94, Synergy_ZIP=-6.33, Synergy_Bliss=-3.98, Synergy_Loewe=-5.86, Synergy_HSA=-4.61. (3) Drug 1: C1=C(C(=O)NC(=O)N1)F. Drug 2: CCCS(=O)(=O)NC1=C(C(=C(C=C1)F)C(=O)C2=CNC3=C2C=C(C=N3)C4=CC=C(C=C4)Cl)F. Cell line: M14. Synergy scores: CSS=41.2, Synergy_ZIP=-7.49, Synergy_Bliss=-11.7, Synergy_Loewe=-7.41, Synergy_HSA=-4.73. (4) Drug 1: CC12CCC3C(C1CCC2=O)CC(=C)C4=CC(=O)C=CC34C. Drug 2: COC1=NC(=NC2=C1N=CN2C3C(C(C(O3)CO)O)O)N. Cell line: HL-60(TB). Synergy scores: CSS=77.0, Synergy_ZIP=3.58, Synergy_Bliss=3.40, Synergy_Loewe=-1.03, Synergy_HSA=5.19.